This data is from Full USPTO retrosynthesis dataset with 1.9M reactions from patents (1976-2016). The task is: Predict the reactants needed to synthesize the given product. (1) Given the product [F:40][C:26]([F:25])([F:39])[C:27]1[CH:28]=[C:29]([N:33]2[CH2:38][CH2:37][N:36]([CH2:2][CH2:3][C:4]([C:6]3[CH:19]=[CH:18][C:17]4[O:16][C:15]5[C:10](=[CH:11][C:12]([C:20](=[O:24])[CH2:21][CH2:22][N:36]6[CH2:35][CH2:34][N:33]([C:29]7[CH:30]=[CH:31][CH:32]=[C:27]([C:26]([F:39])([F:40])[F:25])[CH:28]=7)[CH2:38][CH2:37]6)=[CH:13][CH:14]=5)[CH2:9][C:8]=4[CH:7]=3)=[O:5])[CH2:35][CH2:34]2)[CH:30]=[CH:31][CH:32]=1, predict the reactants needed to synthesize it. The reactants are: Cl[CH2:2][CH2:3][C:4]([C:6]1[CH:19]=[CH:18][C:17]2[O:16][C:15]3[C:10](=[CH:11][C:12]([C:20](=[O:24])[CH2:21][CH2:22]Cl)=[CH:13][CH:14]=3)[CH2:9][C:8]=2[CH:7]=1)=[O:5].[F:25][C:26]([F:40])([F:39])[C:27]1[CH:28]=[C:29]([N:33]2[CH2:38][CH2:37][NH:36][CH2:35][CH2:34]2)[CH:30]=[CH:31][CH:32]=1. (2) The reactants are: Br[C:2]1[CH:3]=[C:4]([CH:8]=[CH:9][CH:10]=1)[C:5]([NH2:7])=[O:6].[OH:11][CH2:12][C:13]1[CH:14]=[C:15](B(O)O)[CH:16]=[CH:17][CH:18]=1.C(=O)([O-])[O-].[K+].[K+]. Given the product [OH:11][CH2:12][C:13]1[CH:18]=[C:17]([C:2]2[CH:10]=[CH:9][CH:8]=[C:4]([C:5]([NH2:7])=[O:6])[CH:3]=2)[CH:16]=[CH:15][CH:14]=1, predict the reactants needed to synthesize it. (3) Given the product [NH:8]1[C:4]2=[N:5][CH:6]=[CH:7][C:2]([N:18]3[CH:22]=[C:21]([C:23]4[CH:24]=[C:25]([CH:28]=[CH:29][CH:30]=4)[C:26]#[N:27])[CH:20]=[N:19]3)=[C:3]2[CH:10]=[CH:9]1, predict the reactants needed to synthesize it. The reactants are: Br[C:2]1[CH:7]=[CH:6][N:5]=[C:4]2[NH:8][CH:9]=[CH:10][C:3]=12.FC(F)(F)C(O)=O.[NH:18]1[CH:22]=[C:21]([C:23]2[CH:24]=[C:25]([CH:28]=[CH:29][CH:30]=2)[C:26]#[N:27])[CH:20]=[N:19]1. (4) The reactants are: [Cl:1][C:2]1[CH:3]=[CH:4][C:5]([C:26](OC)=[O:27])=[C:6]2[C:10]=1[N:9]=[C:8]1[N:11]([C:15]3[C:16]([O:24][CH3:25])=[N:17][C:18]([CH3:23])=[N:19][C:20]=3[O:21][CH3:22])[CH2:12][CH2:13][CH2:14][N:7]21.[BH4-].[Li+].CC(OI1(OC(C)=O)(OC(C)=O)OC(=O)C2C=CC=CC1=2)=O. Given the product [Cl:1][C:2]1[CH:3]=[CH:4][C:5]([CH:26]=[O:27])=[C:6]2[C:10]=1[N:9]=[C:8]1[N:11]([C:15]3[C:16]([O:24][CH3:25])=[N:17][C:18]([CH3:23])=[N:19][C:20]=3[O:21][CH3:22])[CH2:12][CH2:13][CH2:14][N:7]21, predict the reactants needed to synthesize it. (5) Given the product [CH3:1][O:2][C:3](=[O:14])[CH2:4][O:5][C:6]1[CH:11]=[CH:10][C:9]([Cl:12])=[C:8]2[C:7]=1[C:17](=[O:16])[C:18]([CH2:23][C:24]1[CH:29]=[CH:28][C:27]([Cl:30])=[CH:26][C:25]=1[F:31])=[C:19]([CH2:20][CH3:21])[NH:13]2, predict the reactants needed to synthesize it. The reactants are: [CH3:1][O:2][C:3](=[O:14])[CH2:4][O:5][C:6]1[CH:11]=[CH:10][C:9]([Cl:12])=[C:8]([NH2:13])[CH:7]=1.C[O:16][C:17](=O)[CH:18]([CH2:23][C:24]1[CH:29]=[CH:28][C:27]([Cl:30])=[CH:26][C:25]=1[F:31])[C:19](=O)[CH2:20][CH3:21].O1CCOCC1. (6) Given the product [CH2:8]([O:10][C:11]1[CH:16]=[C:15]([C:17]([CH3:21])([CH3:20])[CH2:18][OH:19])[CH:14]=[CH:13][C:12]=1[C:26]([O:27][CH3:28])=[O:24])[CH3:9].[CH2:8]([O:10][C:11]1[CH:16]=[C:15]([C:17]([CH3:21])([CH3:20])[CH2:18][OH:19])[CH:14]=[CH:13][C:12]=1[I:22])[CH3:9], predict the reactants needed to synthesize it. The reactants are: C(N(CC)CC)C.[CH2:8]([O:10][C:11]1[CH:16]=[C:15]([C:17]([CH3:21])([CH3:20])[CH2:18][OH:19])[CH:14]=[CH:13][C:12]=1[I:22])[CH3:9].[C]=[O:24].C[CH2:26][O:27][CH2:28]C. (7) The reactants are: [CH:1]([C:3]1[CH:4]=[C:5]([C:9]2[CH:27]=[CH:26][C:12]3=[C:13]([C:22]([O:24][CH3:25])=[O:23])[CH:14]=[C:15]4[C:20]([C:19](=[O:21])[NH:18][CH:17]=[CH:16]4)=[C:11]3[CH:10]=2)[CH:6]=[CH:7][CH:8]=1)=O.[CH3:28][N:29]([CH3:35])[CH2:30][CH2:31][CH2:32][NH:33][CH3:34].C(N(CC)CC)C. Given the product [CH3:28][N:29]([CH3:35])[CH2:30][CH2:31][CH2:32][N:33]([CH2:1][C:3]1[CH:4]=[C:5]([C:9]2[CH:27]=[CH:26][C:12]3=[C:13]([C:22]([O:24][CH3:25])=[O:23])[CH:14]=[C:15]4[C:20]([C:19](=[O:21])[NH:18][CH:17]=[CH:16]4)=[C:11]3[CH:10]=2)[CH:6]=[CH:7][CH:8]=1)[CH3:34], predict the reactants needed to synthesize it.